From a dataset of Reaction yield outcomes from USPTO patents with 853,638 reactions. Predict the reaction yield, written as a fraction of the theoretical maximum amount of product (1.0 means a 100% yield; for example, 0.34 means a 34% yield). (1) The reactants are [CH:1]1([CH2:4][O:5][C:6]2[C:14]([C:15]3[C:23]4[C:18](=[C:19]([O:24]C)[N:20]=[CH:21][CH:22]=4)[N:17]([CH3:26])[CH:16]=3)=[C:13]3[C:9]([CH:10]=[CH:11][NH:12]3)=[CH:8][CH:7]=2)[CH2:3][CH2:2]1.Cl.C(=O)(O)[O-].[Na+]. The catalyst is O1CCOCC1. The product is [CH:1]1([CH2:4][O:5][C:6]2[C:14]([C:15]3[C:23]4[CH:22]=[CH:21][NH:20][C:19](=[O:24])[C:18]=4[N:17]([CH3:26])[CH:16]=3)=[C:13]3[C:9]([CH:10]=[CH:11][NH:12]3)=[CH:8][CH:7]=2)[CH2:2][CH2:3]1. The yield is 0.0760. (2) The reactants are [CH3:1][NH:2][C:3]([C@H:5]1[CH2:9][CH2:8][CH2:7][N:6]1[C:10]1[CH:15]=[CH:14][C:13]([NH:16][C:17]([NH2:19])=[NH:18])=[CH:12][CH:11]=1)=[O:4].CN(C)/[CH:22]=[C:23](\[F:35])/[C:24]([C:26]1[N:30]([CH:31]([CH3:33])[CH3:32])[C:29]([CH3:34])=[N:28][CH:27]=1)=O. The catalyst is COCCO. The product is [CH3:1][NH:2][C:3]([C@H:5]1[CH2:9][CH2:8][CH2:7][N:6]1[C:10]1[CH:15]=[CH:14][C:13]([NH:16][C:17]2[N:19]=[C:24]([C:26]3[N:30]([CH:31]([CH3:32])[CH3:33])[C:29]([CH3:34])=[N:28][CH:27]=3)[C:23]([F:35])=[CH:22][N:18]=2)=[CH:12][CH:11]=1)=[O:4]. The yield is 0.400. (3) The reactants are [CH:1]1([CH2:4][NH2:5])[CH2:3][CH2:2]1.[CH3:6][S:7](Cl)(=[O:9])=[O:8]. The yield is 0.570. The product is [CH:1]1([CH2:4][NH:5][S:7]([CH3:6])(=[O:9])=[O:8])[CH2:3][CH2:2]1. The catalyst is C(Cl)Cl. (4) The reactants are [Cl:1][C:2]1[CH:3]=[C:4]([NH:9]/[N:10]=[C:11](\[C:16](=[O:22])[CH2:17][C:18](OC)=[O:19])/[C:12]([O:14][CH3:15])=[O:13])[CH:5]=[CH:6][C:7]=1[Cl:8].O. The catalyst is ClC1C=CC=CC=1Cl. The product is [Cl:1][C:2]1[CH:3]=[C:4]([N:9]2[C:18](=[O:19])[CH:17]=[C:16]([OH:22])[C:11]([C:12]([O:14][CH3:15])=[O:13])=[N:10]2)[CH:5]=[CH:6][C:7]=1[Cl:8]. The yield is 0.552. (5) The reactants are [CH3:1][C:2]1[CH:16]=[CH:15][CH:14]=[CH:13][C:3]=1[C:4]([NH:6][C@@H:7]1[CH2:12][CH2:11][CH2:10][NH:9][CH2:8]1)=[O:5].[CH:17]1[CH:22]=[CH:21][C:20]([CH2:23]Br)=[CH:19][CH:18]=1. The catalyst is C(Cl)Cl. The product is [CH2:23]([N:9]1[CH2:10][CH2:11][CH2:12][C@@H:7]([NH:6][C:4](=[O:5])[C:3]2[CH:13]=[CH:14][CH:15]=[CH:16][C:2]=2[CH3:1])[CH2:8]1)[C:20]1[CH:21]=[CH:22][CH:17]=[CH:18][CH:19]=1. The yield is 0.650. (6) The reactants are [S:1]1[CH:5]=[CH:4][CH:3]=[C:2]1[S:6]([NH:9][C:10]1[CH:11]=[CH:12][CH:13]=[C:14]2[C:18]=1[NH:17][C:16]([C:19](=[S:21])[NH2:20])=[CH:15]2)(=[O:8])=[O:7].Br[CH2:23][C:24](=O)[C:25]([O:27][CH2:28][CH3:29])=[O:26].C(O)C.CN(C)C(=O)C. The catalyst is O. The product is [S:1]1[CH:5]=[CH:4][CH:3]=[C:2]1[S:6]([NH:9][C:10]1[CH:11]=[CH:12][CH:13]=[C:14]2[C:18]=1[NH:17][C:16]([C:19]1[S:21][CH:23]=[C:24]([C:25]([O:27][CH2:28][CH3:29])=[O:26])[N:20]=1)=[CH:15]2)(=[O:7])=[O:8]. The yield is 0.360.